This data is from Catalyst prediction with 721,799 reactions and 888 catalyst types from USPTO. The task is: Predict which catalyst facilitates the given reaction. (1) Reactant: Br[C:2]1[CH:3]=[CH:4][C:5]([F:17])=[C:6]([C:8]([NH:12][C:13](=[O:16])[CH2:14]Cl)([CH3:11])[CH2:9][OH:10])[CH:7]=1.[K].CCSC([N:24]([CH2:29][CH:30]([CH3:32])[CH3:31])CC(C)C)=O. Product: [C:29](=[N:24][C:2]1[CH:3]=[CH:4][C:5]([F:17])=[C:6]([C:8]2([CH3:11])[NH:12][C:13](=[O:16])[CH2:14][O:10][CH2:9]2)[CH:7]=1)([C:30]1[CH:31]=[CH:11][CH:8]=[CH:9][CH:32]=1)[C:2]1[CH:3]=[CH:4][CH:5]=[CH:6][CH:7]=1. The catalyst class is: 45. (2) Reactant: BrCC1[CH:8]=[CH:7][C:6]([C:9]#[C:10][C:11]2[CH:16]=[CH:15][C:14]([CH2:17][C:18]([O:20][CH3:21])=[O:19])=[CH:13][CH:12]=2)=[CH:5][C:4]=1C(C)C.[C:25]([N:28]1[CH:32]=[CH:31][N:30]=[CH:29]1)(=O)[CH3:26].[C:33]([O-])([O-])=O.[Na+].[Na+].[CH3:39][C:40]#N. Product: [N:28]1([C:25]2[CH:4]=[CH:5][C:6]([C:9]#[C:10][C:11]3[CH:12]=[CH:13][C:14]([CH2:17][C:18]([O:20][CH3:21])=[O:19])=[CH:15][CH:16]=3)=[C:7]([CH3:8])[C:26]=2[CH:40]([CH3:39])[CH3:33])[CH:32]=[CH:31][N:30]=[CH:29]1. The catalyst class is: 6. (3) Reactant: [CH2:1]([O:5][CH2:6][CH2:7][O:8][C:9]1[CH:14]=[CH:13][C:12]([C:15]2[CH:16]=[CH:17][C:18]3[N:25]([CH2:26][C:27]([CH3:29])=[CH2:28])[CH2:24][CH2:23][CH2:22][C:21]([C:30]([O:32]C)=[O:31])=[CH:20][C:19]=3[CH:34]=2)=[CH:11][CH:10]=1)[CH2:2][CH2:3][CH3:4].O1CCCC1.[OH-].[Na+].Cl. Product: [CH2:1]([O:5][CH2:6][CH2:7][O:8][C:9]1[CH:10]=[CH:11][C:12]([C:15]2[CH:16]=[CH:17][C:18]3[N:25]([CH2:26][C:27]([CH3:29])=[CH2:28])[CH2:24][CH2:23][CH2:22][C:21]([C:30]([OH:32])=[O:31])=[CH:20][C:19]=3[CH:34]=2)=[CH:13][CH:14]=1)[CH2:2][CH2:3][CH3:4]. The catalyst class is: 72. (4) Reactant: [CH2:1]([NH:3][C:4]1[CH:13]=[C:12]2[C:7]([CH:8]=[CH:9][C:10](=[O:15])[N:11]2[CH3:14])=[CH:6][N:5]=1)[CH3:2].N1C=CC=CC=1.C1([Se][Br:29])C=CC=CC=1. Product: [Br:29][C:9]1[C:10](=[O:15])[N:11]([CH3:14])[C:12]2[C:7]([CH:8]=1)=[CH:6][N:5]=[C:4]([NH:3][CH2:1][CH3:2])[CH:13]=2. The catalyst class is: 2. (5) Reactant: [CH3:1][O:2][C:3]1[CH:4]=[C:5]([OH:9])[CH:6]=[CH:7][CH:8]=1.[OH:10][C:11]1[CH:16]=[CH:15][C:14]([CH2:17][C:18](O)=[O:19])=[CH:13][CH:12]=1.B(F)(F)F.CCOCC. Product: [OH:9][C:5]1[CH:4]=[C:3]([O:2][CH3:1])[CH:8]=[CH:7][C:6]=1[C:18](=[O:19])[CH2:17][C:14]1[CH:15]=[CH:16][C:11]([OH:10])=[CH:12][CH:13]=1. The catalyst class is: 159. (6) Reactant: [Cl:1][C:2]1[CH:37]=[CH:36][C:5]([CH2:6][O:7][C:8]2[C:33]([F:34])=[CH:32][C:11]([CH2:12][C:13]3[C:21]4[C:16](=[N:17][CH:18]=[CH:19][CH:20]=4)[N:15]([Si](C(C)C)(C(C)C)C(C)C)[CH:14]=3)=[C:10]([F:35])[CH:9]=2)=[CH:4][CH:3]=1.[F-].C([N+](CCCC)(CCCC)CCCC)CCC. Product: [Cl:1][C:2]1[CH:3]=[CH:4][C:5]([CH2:6][O:7][C:8]2[C:33]([F:34])=[CH:32][C:11]([CH2:12][C:13]3[C:21]4[C:16](=[N:17][CH:18]=[CH:19][CH:20]=4)[NH:15][CH:14]=3)=[C:10]([F:35])[CH:9]=2)=[CH:36][CH:37]=1. The catalyst class is: 7. (7) Reactant: CCN(C(C)C)C(C)C.Cl[C:11]1[CH:12]=[CH:13][C:14]2[N:15]([C:17]([C:20]([F:23])([F:22])[F:21])=[N:18][N:19]=2)[N:16]=1.[OH:24][C:25]1[CH:30]=[CH:29][C:28]([N:31]2[CH2:36][CH2:35][NH:34][CH2:33][CH2:32]2)=[CH:27][CH:26]=1. Product: [F:21][C:20]([F:23])([F:22])[C:17]1[N:15]2[N:16]=[C:11]([N:34]3[CH2:33][CH2:32][N:31]([C:28]4[CH:27]=[CH:26][C:25]([OH:24])=[CH:30][CH:29]=4)[CH2:36][CH2:35]3)[CH:12]=[CH:13][C:14]2=[N:19][N:18]=1. The catalyst class is: 3.